From a dataset of Forward reaction prediction with 1.9M reactions from USPTO patents (1976-2016). Predict the product of the given reaction. (1) Given the reactants [C:1]([CH2:4][CH2:5][CH2:6][N:7]([CH3:63])[C@H:8]([C:12]([NH:14][C@H:15]([C:19]([N:21]([C@@H:23]([C@@H:59]([CH3:62])[CH2:60][CH3:61])[C@H:24]([O:57][CH3:58])[CH2:25][C:26]([N:28]1[CH2:32][CH2:31][CH2:30][C@H:29]1[C@H:33]([O:55][CH3:56])[C@@H:34]([CH3:54])[C:35]([NH:37][C@H:38](/[CH:46]=[CH:47]/[C:48]1[CH:53]=[CH:52][CH:51]=[CH:50][CH:49]=1)[CH2:39][C:40]1[CH:45]=[CH:44][CH:43]=[CH:42][CH:41]=1)=[O:36])=[O:27])[CH3:22])=[O:20])[CH:16]([CH3:18])[CH3:17])=[O:13])[CH:9]([CH3:11])[CH3:10])(O)=[O:2].Cl.[O:65]=[C:66]1[CH:70]=[CH:69][C:68](=[O:71])[N:67]1[CH2:72][CH2:73][CH2:74][CH2:75][CH2:76][C:77]([NH:79][NH2:80])=[O:78], predict the reaction product. The product is: [O:71]=[C:68]1[CH:69]=[CH:70][C:66](=[O:65])[N:67]1[CH2:72][CH2:73][CH2:74][CH2:75][CH2:76][C:77]([NH:79][NH:80][C:1](=[O:2])[CH2:4][CH2:5][CH2:6][N:7]([CH3:63])[C@H:8]([C:12]([NH:14][C@H:15]([C:19]([N:21]([C@@H:23]([C@@H:59]([CH3:62])[CH2:60][CH3:61])[C@H:24]([O:57][CH3:58])[CH2:25][C:26]([N:28]1[CH2:32][CH2:31][CH2:30][C@H:29]1[C@H:33]([O:55][CH3:56])[C@@H:34]([CH3:54])[C:35]([NH:37][C@H:38](/[CH:46]=[CH:47]/[C:48]1[CH:49]=[CH:50][CH:51]=[CH:52][CH:53]=1)[CH2:39][C:40]1[CH:41]=[CH:42][CH:43]=[CH:44][CH:45]=1)=[O:36])=[O:27])[CH3:22])=[O:20])[CH:16]([CH3:17])[CH3:18])=[O:13])[CH:9]([CH3:11])[CH3:10])=[O:78]. (2) Given the reactants [Br:1][C:2]1[C:3]([N:22]2[CH2:27][CH2:26][CH2:25][C@@H:24]([NH:28]C(=O)OC(C)(C)C)[CH2:23]2)=[C:4]2[C:10]([NH:11][C:12](=[O:21])[C:13]3[CH:18]=[C:17]([CH3:19])[CH:16]=[CH:15][C:14]=3[F:20])=[CH:9][NH:8][C:5]2=[N:6][CH:7]=1.C(O)(C(F)(F)F)=O.[ClH:43], predict the reaction product. The product is: [ClH:43].[NH2:28][C@@H:24]1[CH2:25][CH2:26][CH2:27][N:22]([C:3]2[C:2]([Br:1])=[CH:7][N:6]=[C:5]3[NH:8][CH:9]=[C:10]([NH:11][C:12](=[O:21])[C:13]4[CH:18]=[C:17]([CH3:19])[CH:16]=[CH:15][C:14]=4[F:20])[C:4]=23)[CH2:23]1. (3) Given the reactants Br[C:2]1[S:3][C:4]2[CH:11]=[CH:10][C:9]([Cl:12])=[CH:8][C:5]=2[C:6]=1[CH3:7].[NH:13]1[CH2:18][CH2:17][O:16][CH2:15][CH2:14]1.C1C=CC(P(C2C(C3C(P(C4C=CC=CC=4)C4C=CC=CC=4)=CC=C4C=3C=CC=C4)=C3C(C=CC=C3)=CC=2)C2C=CC=CC=2)=CC=1.CC(C)([O-])C.[Na+], predict the reaction product. The product is: [Cl:12][C:9]1[CH:10]=[CH:11][C:4]2[S:3][C:2]([N:13]3[CH2:18][CH2:17][O:16][CH2:15][CH2:14]3)=[C:6]([CH3:7])[C:5]=2[CH:8]=1.